Dataset: NCI-60 drug combinations with 297,098 pairs across 59 cell lines. Task: Regression. Given two drug SMILES strings and cell line genomic features, predict the synergy score measuring deviation from expected non-interaction effect. (1) Drug 1: CC(C)(C#N)C1=CC(=CC(=C1)CN2C=NC=N2)C(C)(C)C#N. Drug 2: C1CCC(C(C1)N)N.C(=O)(C(=O)[O-])[O-].[Pt+4]. Cell line: NCI-H460. Synergy scores: CSS=21.6, Synergy_ZIP=-0.0150, Synergy_Bliss=0.257, Synergy_Loewe=-0.756, Synergy_HSA=-0.122. (2) Drug 1: C1CCC(C1)C(CC#N)N2C=C(C=N2)C3=C4C=CNC4=NC=N3. Drug 2: COC1=CC(=CC(=C1O)OC)C2C3C(COC3=O)C(C4=CC5=C(C=C24)OCO5)OC6C(C(C7C(O6)COC(O7)C8=CC=CS8)O)O. Cell line: UACC62. Synergy scores: CSS=26.1, Synergy_ZIP=-2.47, Synergy_Bliss=4.37, Synergy_Loewe=-33.5, Synergy_HSA=-3.39. (3) Drug 1: C1C(C(OC1N2C=NC3=C(N=C(N=C32)Cl)N)CO)O. Drug 2: C1=CC=C(C=C1)NC(=O)CCCCCCC(=O)NO. Cell line: SK-OV-3. Synergy scores: CSS=15.6, Synergy_ZIP=-1.20, Synergy_Bliss=2.09, Synergy_Loewe=1.31, Synergy_HSA=3.70. (4) Drug 1: CC1C(C(CC(O1)OC2CC(OC(C2O)C)OC3=CC4=CC5=C(C(=O)C(C(C5)C(C(=O)C(C(C)O)O)OC)OC6CC(C(C(O6)C)O)OC7CC(C(C(O7)C)O)OC8CC(C(C(O8)C)O)(C)O)C(=C4C(=C3C)O)O)O)O. Drug 2: C(CC(=O)O)C(=O)CN.Cl. Cell line: OVCAR-8. Synergy scores: CSS=36.2, Synergy_ZIP=2.28, Synergy_Bliss=4.47, Synergy_Loewe=-28.8, Synergy_HSA=0.931.